From a dataset of Catalyst prediction with 721,799 reactions and 888 catalyst types from USPTO. Predict which catalyst facilitates the given reaction. Reactant: [Br:1][C:2]1[N:6]2[C:7]3[C:12]([N:13]=[C:14](Cl)[C:5]2=[C:4]([C:18]([F:21])([F:20])[F:19])[N:3]=1)=[CH:11][CH:10]=[C:9]([O:16][CH3:17])[N:8]=3.[NH3:22].CO. Product: [Br:1][C:2]1[N:6]2[C:7]3[C:12]([N:13]=[C:14]([NH2:22])[C:5]2=[C:4]([C:18]([F:21])([F:20])[F:19])[N:3]=1)=[CH:11][CH:10]=[C:9]([O:16][CH3:17])[N:8]=3. The catalyst class is: 12.